From a dataset of Forward reaction prediction with 1.9M reactions from USPTO patents (1976-2016). Predict the product of the given reaction. Given the reactants [NH:1]1[CH2:6][CH2:5][CH:4]([C:7]([NH2:9])=[O:8])[CH2:3][CH2:2]1.CO.[C:12](O)(=O)[CH3:13].[C:16]([BH3-])#N.[Na+], predict the reaction product. The product is: [CH:13]1([N:1]2[CH2:6][CH2:5][CH:4]([C:7]([NH2:9])=[O:8])[CH2:3][CH2:2]2)[CH2:12][CH2:16]1.